From a dataset of Forward reaction prediction with 1.9M reactions from USPTO patents (1976-2016). Predict the product of the given reaction. (1) Given the reactants S([CH2:11][N+:12]#[C-])(C1C=CC(C)=CC=1)(=O)=O.[CH2:14]([CH:21]1[CH2:25][CH2:24][CH2:23][C:22]1=O)[CH2:15][CH2:16][CH2:17][CH2:18][CH2:19][CH3:20].C(O[K])(C)(C)C.O, predict the reaction product. The product is: [CH2:14]([CH:21]1[CH2:25][CH2:24][CH2:23][CH:22]1[C:11]#[N:12])[CH2:15][CH2:16][CH2:17][CH2:18][CH2:19][CH3:20]. (2) The product is: [CH3:16][NH:17][C:18]([C:7]1[C:6]2[C:10](=[CH:11][C:3]([O:2][CH3:1])=[CH:4][CH:5]=2)[NH:9][C:8]=1[CH3:12])=[O:19]. Given the reactants [CH3:1][O:2][C:3]1[CH:11]=[C:10]2[C:6]([CH:7]=[C:8]([CH3:12])[NH:9]2)=[CH:5][CH:4]=1.C[Mg]Br.[CH3:16][N:17]=[C:18]=[O:19], predict the reaction product. (3) Given the reactants CC([N:5]=[C:6]([C:10]1[CH:11]=[C:12]2[C:16](=[CH:17][CH:18]=1)[N:15]([CH3:19])[CH:14]=[CH:13]2)[CH2:7][CH2:8][CH3:9])(C)C.[CH:20]([C:29]([O:31][CH3:32])=[O:30])([C:25](OC)=[O:26])[C:21](OC)=[O:22], predict the reaction product. The product is: [CH2:8]([C:7]1[C:21]([OH:22])=[C:20]([C:29]([O:31][CH3:32])=[O:30])[C:25](=[O:26])[NH:5][C:6]=1[C:10]1[CH:11]=[C:12]2[C:16](=[CH:17][CH:18]=1)[N:15]([CH3:19])[CH:14]=[CH:13]2)[CH3:9]. (4) Given the reactants Cl[C:2]1[N:3]([CH2:26][CH2:27][CH3:28])[C:4](=[O:25])[C:5]2[NH:6][C:7]([C:11]3[CH:12]=[N:13][N:14]([CH2:16][C:17]4[CH:22]=[CH:21][CH:20]=[C:19]([F:23])[C:18]=4[F:24])[CH:15]=3)=[N:8][C:9]=2[N:10]=1.C([O-])=O.[NH4+].CN(C=O)C, predict the reaction product. The product is: [F:24][C:18]1[C:19]([F:23])=[CH:20][CH:21]=[CH:22][C:17]=1[CH2:16][N:14]1[CH:15]=[C:11]([C:7]2[NH:6][C:5]3[C:4](=[O:25])[N:3]([CH2:26][CH2:27][CH3:28])[CH:2]=[N:10][C:9]=3[N:8]=2)[CH:12]=[N:13]1. (5) Given the reactants [C:1](=[O:12])(OC(Cl)(Cl)Cl)OC(Cl)(Cl)Cl.C(N(CC)CC)C.[NH2:20][C:21]1[CH:48]=[CH:47][C:24]([C:25]([N:27]2[CH2:32][CH2:31][N:30]([CH2:33][C:34]3[CH:35]=[C:36]([CH:44]=[CH:45][CH:46]=3)[C:37]([NH:39][C:40]([CH3:43])([CH3:42])[CH3:41])=[O:38])[CH2:29][CH2:28]2)=[O:26])=[C:23]([F:49])[C:22]=1[Cl:50].[CH:51]1([CH2:54][NH2:55])[CH2:53][CH2:52]1, predict the reaction product. The product is: [C:40]([NH:39][C:37](=[O:38])[C:36]1[CH:44]=[CH:45][CH:46]=[C:34]([CH2:33][N:30]2[CH2:29][CH2:28][N:27]([C:25](=[O:26])[C:24]3[CH:47]=[CH:48][C:21]([NH:20][C:1]([NH:55][CH2:54][CH:51]4[CH2:53][CH2:52]4)=[O:12])=[C:22]([Cl:50])[C:23]=3[F:49])[CH2:32][CH2:31]2)[CH:35]=1)([CH3:43])([CH3:42])[CH3:41]. (6) Given the reactants [CH:1]([N:4]1[C:8]([C:9]2[N:10]=[C:11]3[C:17]4[CH:18]=[CH:19][C:20]([C:22]([OH:24])=O)=[CH:21][C:16]=4[O:15][CH2:14][CH2:13][N:12]3[CH:25]=2)=[N:7][CH:6]=[N:5]1)([CH3:3])[CH3:2].Cl.[NH2:27][OH:28], predict the reaction product. The product is: [OH:28][NH:27][C:22]([C:20]1[CH:19]=[CH:18][C:17]2[C:11]3[N:12]([CH:25]=[C:9]([C:8]4[N:4]([CH:1]([CH3:2])[CH3:3])[N:5]=[CH:6][N:7]=4)[N:10]=3)[CH2:13][CH2:14][O:15][C:16]=2[CH:21]=1)=[O:24]. (7) Given the reactants [OH:1][C:2]1[CH:7]=[CH:6][CH:5]=[CH:4][C:3]=1B(O)O.C(=O)([O-])[O-].[Na+].[Na+].Cl[C:18]1[CH:23]=[C:22]([N:24]2[CH2:29][CH2:28][O:27][CH2:26][CH2:25]2)[CH:21]=[C:20]([O:30][CH2:31][C:32]2[CH:37]=[CH:36][C:35]([O:38][CH3:39])=[CH:34][CH:33]=2)[N:19]=1.COCCOC, predict the reaction product. The product is: [CH3:39][O:38][C:35]1[CH:36]=[CH:37][C:32]([CH2:31][O:30][C:20]2[N:19]=[C:18]([C:3]3[CH:4]=[CH:5][CH:6]=[CH:7][C:2]=3[OH:1])[CH:23]=[C:22]([N:24]3[CH2:29][CH2:28][O:27][CH2:26][CH2:25]3)[CH:21]=2)=[CH:33][CH:34]=1.